Dataset: Full USPTO retrosynthesis dataset with 1.9M reactions from patents (1976-2016). Task: Predict the reactants needed to synthesize the given product. (1) Given the product [F:1][C:2]([F:7])([F:6])[C:3]([OH:5])=[O:4].[NH2:14][C@@H:15]1[CH2:19][CH2:18][C@@H:17]([C:20]#[N:21])[CH2:16]1, predict the reactants needed to synthesize it. The reactants are: [F:1][C:2]([F:7])([F:6])[C:3]([OH:5])=[O:4].C(OC(=O)[NH:14][C@@H:15]1[CH2:19][CH2:18][C@@H:17]([C:20]#[N:21])[CH2:16]1)(C)(C)C. (2) The reactants are: Cl.[F:2][C:3]1[CH:4]=[C:5]([N:10]2[C:14]([CH2:15][NH2:16])=[CH:13][C:12]([C:17]([F:20])([F:19])[F:18])=[N:11]2)[CH:6]=[CH:7][C:8]=1[F:9].C(N(CC)CC)C.[OH:28][CH2:29][CH2:30][NH:31][C:32]1[N:37]=[CH:36][C:35]([NH:38][C:39](=O)[O:40]C2C=CC=CC=2)=[CH:34][CH:33]=1. Given the product [F:2][C:3]1[CH:4]=[C:5]([N:10]2[C:14]([CH2:15][NH:16][C:39]([NH:38][C:35]3[CH:36]=[N:37][C:32]([NH:31][CH2:30][CH2:29][OH:28])=[CH:33][CH:34]=3)=[O:40])=[CH:13][C:12]([C:17]([F:20])([F:18])[F:19])=[N:11]2)[CH:6]=[CH:7][C:8]=1[F:9], predict the reactants needed to synthesize it. (3) Given the product [CH2:26]([CH:25]([CH2:28][CH2:29][CH2:30][CH3:31])[CH2:24][N:7]([C:1]1[CH:6]=[CH:5][CH:4]=[CH:3][CH:2]=1)[CH2:8][CH2:9][CH2:10][CH2:11][CH2:12][C:13]([O:15][CH3:16])=[O:14])[CH3:27], predict the reactants needed to synthesize it. The reactants are: [C:1]1([NH:7][CH2:8][CH2:9][CH2:10][CH2:11][CH2:12][C:13]([O:15][CH3:16])=[O:14])[CH:6]=[CH:5][CH:4]=[CH:3][CH:2]=1.C(=O)([O-])[O-].[K+].[K+].Br[CH2:24][CH:25]([CH2:28][CH2:29][CH2:30][CH3:31])[CH2:26][CH3:27].S([O-])([O-])(=O)=O.[Na+].[Na+]. (4) Given the product [O:1]=[C:2]1[CH:7]([C:32](=[O:33])[C:31]([F:38])([F:37])[F:30])[CH2:6][CH2:5][N:4]([C:8]([O:10][C:11]([CH3:14])([CH3:13])[CH3:12])=[O:9])[CH2:3]1, predict the reactants needed to synthesize it. The reactants are: [O:1]=[C:2]1[CH2:7][CH2:6][CH2:5][N:4]([C:8]([O:10][C:11]([CH3:14])([CH3:13])[CH3:12])=[O:9])[CH2:3]1.[Li+].C[Si]([N-][Si](C)(C)C)(C)C.C1COCC1.[F:30][C:31]([F:38])([F:37])[C:32](OCC)=[O:33]. (5) Given the product [C:9]([O:8][C:6]([N:1]1[CH2:5][CH2:4][CH2:3][C@@H:2]1[C:36]1[CH:45]=[CH:44][CH:43]=[C:38]([C:39]([O:41][CH3:42])=[O:40])[CH:37]=1)=[O:7])([CH3:12])([CH3:11])[CH3:10], predict the reactants needed to synthesize it. The reactants are: [N:1]1([C:6]([O:8][C:9]([CH3:12])([CH3:11])[CH3:10])=[O:7])[CH2:5][CH2:4][CH2:3][CH2:2]1.C1C[C@H]2N(C[C@H]3[C@@H]4CCCCN4C[C@@H]2C3)CC1.[Li]C(CC)C.Br[C:36]1[CH:37]=[C:38]([CH:43]=[CH:44][CH:45]=1)[C:39]([O:41][CH3:42])=[O:40]. (6) Given the product [Br:1][C:2]1[C:7]2[N:8]([CH3:12])[C:9]([Cl:16])=[N:10][C:6]=2[CH:5]=[CH:4][CH:3]=1, predict the reactants needed to synthesize it. The reactants are: [Br:1][C:2]1[C:7]2[N:8]([CH3:12])[C:9](=O)[NH:10][C:6]=2[CH:5]=[CH:4][CH:3]=1.O.P(Cl)(Cl)([Cl:16])=O.